Dataset: Acute oral toxicity (LD50) regression data from Zhu et al.. Task: Regression/Classification. Given a drug SMILES string, predict its toxicity properties. Task type varies by dataset: regression for continuous values (e.g., LD50, hERG inhibition percentage) or binary classification for toxic/non-toxic outcomes (e.g., AMES mutagenicity, cardiotoxicity, hepatotoxicity). Dataset: ld50_zhu. The compound is O=C(O)c1ccccc1C(=O)Nc1ccccc1. The rat oral LD50 is 1.44, given as -log10 of the dose in mol/kg body weight (higher means more acutely toxic).